Predict which catalyst facilitates the given reaction. From a dataset of Catalyst prediction with 721,799 reactions and 888 catalyst types from USPTO. (1) Reactant: [OH:1][CH2:2][C:3]1([CH2:7][O:8][C:9]2[C:14]([O:15][CH3:16])=[C:13]([O:17][CH3:18])[CH:12]=[CH:11][C:10]=2[C:19]2[CH:27]=[CH:26][CH:25]=[C:24]3[C:20]=2[CH2:21][CH2:22][C:23]3=[O:28])[CH2:6][O:5][CH2:4]1.C(N(CC)CC)C.[S:36](Cl)([CH3:39])(=[O:38])=[O:37]. Product: [CH3:39][S:36]([O:1][CH2:2][C:3]1([CH2:7][O:8][C:9]2[C:10]([C:19]3[CH:27]=[CH:26][CH:25]=[C:24]4[C:20]=3[CH2:21][CH2:22][C:23]4=[O:28])=[CH:11][CH:12]=[C:13]([O:17][CH3:18])[C:14]=2[O:15][CH3:16])[CH2:4][O:5][CH2:6]1)(=[O:38])=[O:37]. The catalyst class is: 46. (2) Reactant: [CH3:1][C:2]1[N:3]=[C:4]([C:25]2[CH:30]=[CH:29][CH:28]=[CH:27][CH:26]=2)[O:5][C:6]=1[CH2:7][CH2:8][O:9][C:10]1[CH:11]=[C:12]2[C:16](=[CH:17][CH:18]=1)[C@H:15]([CH2:19][C:20]([O:22]CC)=[O:21])[CH2:14][CH2:13]2.[Li+].[OH-].O.Cl. Product: [CH3:1][C:2]1[N:3]=[C:4]([C:25]2[CH:26]=[CH:27][CH:28]=[CH:29][CH:30]=2)[O:5][C:6]=1[CH2:7][CH2:8][O:9][C:10]1[CH:11]=[C:12]2[C:16](=[CH:17][CH:18]=1)[C@H:15]([CH2:19][C:20]([OH:22])=[O:21])[CH2:14][CH2:13]2. The catalyst class is: 301. (3) Reactant: Cl[C:2]1[CH:3]=[C:4]2[C:9](=[CH:10][CH:11]=1)[C:8]([N:12]1[CH2:17][CH2:16][CH2:15][CH2:14][C@@H:13]1[CH3:18])=[N:7][N:6]=[CH:5]2.[CH:19]1([NH:22][C:23](=[O:40])[C:24]2[CH:29]=[CH:28][C:27]([CH3:30])=[C:26](B3OC(C)(C)C(C)(C)O3)[CH:25]=2)[CH2:21][CH2:20]1.C(=O)([O-])[O-].[K+].[K+].C1(P(C2CCCCC2)C2C=CC=CC=2C2C=CC=CC=2C)CCCCC1. Product: [CH:19]1([NH:22][C:23](=[O:40])[C:24]2[CH:29]=[CH:28][C:27]([CH3:30])=[C:26]([C:2]3[CH:3]=[C:4]4[C:9](=[CH:10][CH:11]=3)[C:8]([N:12]3[CH2:17][CH2:16][CH2:15][CH2:14][C@@H:13]3[CH3:18])=[N:7][N:6]=[CH:5]4)[CH:25]=2)[CH2:20][CH2:21]1. The catalyst class is: 110. (4) Reactant: [C:1]12([CH2:9][CH:10]([NH:14][C:15](=[O:24])[O:16][CH2:17][C:18]3[CH:23]=[CH:22][CH:21]=[CH:20][CH:19]=3)[CH2:11][NH:12][CH3:13])[CH2:8][CH2:7][CH:4]([CH2:5][CH2:6]1)[CH2:3][CH2:2]2.[CH3:37][C:36]([O:35][C:33](O[C:33]([O:35][C:36]([CH3:39])([CH3:38])[CH3:37])=[O:34])=[O:34])([CH3:39])[CH3:38].O. Product: [C:1]12([CH2:9][CH:10]([NH:14][C:15](=[O:24])[O:16][CH2:17][C:18]3[CH:23]=[CH:22][CH:21]=[CH:20][CH:19]=3)[CH2:11][N:12]([CH3:13])[C:33]([O:35][C:36]([CH3:37])([CH3:38])[CH3:39])=[O:34])[CH2:2][CH2:3][CH:4]([CH2:5][CH2:6]1)[CH2:7][CH2:8]2. The catalyst class is: 2. (5) Reactant: [H-].[Na+].[I:3][C:4]1[CH:9]=[CH:8][CH:7]=[CH:6][C:5]=1[NH:10][S:11]([C:14]1[CH:19]=[CH:18][C:17]([O:20][CH3:21])=[CH:16][CH:15]=1)(=[O:13])=[O:12].[CH3:22][Si:23]([CH3:30])([CH3:29])[CH2:24][CH2:25][O:26][CH2:27]Cl.O. Product: [I:3][C:4]1[CH:9]=[CH:8][CH:7]=[CH:6][C:5]=1[N:10]([CH2:27][O:26][CH2:25][CH2:24][Si:23]([CH3:30])([CH3:29])[CH3:22])[S:11]([C:14]1[CH:19]=[CH:18][C:17]([O:20][CH3:21])=[CH:16][CH:15]=1)(=[O:13])=[O:12]. The catalyst class is: 7. (6) Reactant: [C:1]12[C:7](=[CH:8][CH:9]=[CH:10][CH:11]=1)[NH:6][C:5](=[O:12])[O:4][C:2]2=[O:3].[H-].[Na+].I[CH2:16][CH2:17][CH2:18][CH3:19]. Product: [CH2:16]([N:6]1[C:7]2[CH:8]=[CH:9][CH:10]=[CH:11][C:1]=2[C:2](=[O:3])[O:4][C:5]1=[O:12])[CH2:17][CH2:18][CH3:19]. The catalyst class is: 3. (7) Reactant: [CH3:1][O:2][CH2:3][CH2:4][OH:5].[H-].[Na+].Br[C:9]1[CH:14]=[C:13]([CH3:15])[C:12]([Br:16])=[CH:11][N:10]=1. Product: [Br:16][C:12]1[C:13]([CH3:15])=[CH:14][C:9]([O:5][CH2:4][CH2:3][O:2][CH3:1])=[N:10][CH:11]=1. The catalyst class is: 1. (8) Reactant: [Cl:1][C:2]1[CH:3]=[C:4]([OH:9])[CH:5]=[N:6][C:7]=1[Cl:8].C([O-])([O-])=O.[K+].[K+].[F:16][CH2:17]I.[NH4+].[Cl-]. Product: [Cl:8][C:7]1[C:2]([Cl:1])=[CH:3][C:4]([O:9][CH2:17][F:16])=[CH:5][N:6]=1. The catalyst class is: 290. (9) Reactant: [F:1][C:2]([F:21])([F:20])[O:3][C:4]1[CH:9]=[CH:8][C:7]([C:10]2[O:14][N:13]=[CH:12][C:11]=2[C:15](OCC)=[O:16])=[CH:6][CH:5]=1.[H-].C([Al+]CC(C)C)C(C)C.Cl. Product: [F:21][C:2]([F:1])([F:20])[O:3][C:4]1[CH:9]=[CH:8][C:7]([C:10]2[O:14][N:13]=[CH:12][C:11]=2[CH2:15][OH:16])=[CH:6][CH:5]=1. The catalyst class is: 7.